This data is from Reaction yield outcomes from USPTO patents with 853,638 reactions. The task is: Predict the reaction yield, written as a fraction of the theoretical maximum amount of product (1.0 means a 100% yield; for example, 0.34 means a 34% yield). (1) The reactants are ClC(Cl)(Cl)C(=N)[O:4][CH:5]([C:7]1[CH:8]=[C:9]([C:24]([F:27])([F:26])[F:25])[CH:10]=[C:11]2[C:15]=1[N:14]([CH2:16][O:17][CH2:18][CH2:19][Si:20]([CH3:23])([CH3:22])[CH3:21])[CH:13]=[CH:12]2)[CH3:6].[F:31][C:32]1[CH:37]=[CH:36][C:35]([C:38]2([CH2:51]O)[CH2:43][CH2:42][N:41]([C:44]([O:46][C:47]([CH3:50])([CH3:49])[CH3:48])=[O:45])[CH2:40][CH2:39]2)=[CH:34][CH:33]=1.C1CCCCC1. No catalyst specified. The product is [F:31][C:32]1[CH:37]=[CH:36][C:35]([C:38]2([CH2:51][O:4][CH:5]([C:7]3[CH:8]=[C:9]([C:24]([F:26])([F:27])[F:25])[CH:10]=[C:11]4[C:15]=3[N:14]([CH2:16][O:17][CH2:18][CH2:19][Si:20]([CH3:23])([CH3:21])[CH3:22])[CH:13]=[CH:12]4)[CH3:6])[CH2:39][CH2:40][N:41]([C:44]([O:46][C:47]([CH3:50])([CH3:49])[CH3:48])=[O:45])[CH2:42][CH2:43]2)=[CH:34][CH:33]=1. The yield is 0.525. (2) The reactants are [CH3:1][O:2][C:3]([N:5]1[CH2:10][CH2:9][N:8]([C:11]2[CH:12]=[CH:13][C:14]3[CH2:15][N:16](C(OC(C)(C)C)=O)[CH2:17][CH2:18][O:19][C:20]=3[N:21]=2)[CH2:7][CH2:6]1)=[O:4]. The catalyst is Cl.C(OCC)(=O)C.C(OCC)(=O)C. The product is [O:19]1[C:20]2[N:21]=[C:11]([N:8]3[CH2:9][CH2:10][N:5]([C:3]([O:2][CH3:1])=[O:4])[CH2:6][CH2:7]3)[CH:12]=[CH:13][C:14]=2[CH2:15][NH:16][CH2:17][CH2:18]1. The yield is 0.830. (3) The reactants are [CH3:1][N:2]1[CH:6]=[C:5]([C:7]2[CH:16]=[N:15][C:14]3[C:9](=[CH:10][C:11](B4OC(C)(C)C(C)(C)O4)=[CH:12][CH:13]=3)[N:8]=2)[CH:4]=[N:3]1.Br[C:27]1[CH:28]=[C:29]([NH:33][S:34]([C:37]2[CH:42]=[CH:41][C:40]([F:43])=[CH:39][C:38]=2[F:44])(=[O:36])=[O:35])[CH:30]=[N:31][CH:32]=1. The catalyst is C(=O)([O-])[O-].[Na+].[Na+].O1CCOCC1. The product is [F:44][C:38]1[CH:39]=[C:40]([F:43])[CH:41]=[CH:42][C:37]=1[S:34]([NH:33][C:29]1[CH:30]=[N:31][CH:32]=[C:27]([C:11]2[CH:10]=[C:9]3[C:14](=[CH:13][CH:12]=2)[N:15]=[CH:16][C:7]([C:5]2[CH:4]=[N:3][N:2]([CH3:1])[CH:6]=2)=[N:8]3)[CH:28]=1)(=[O:36])=[O:35]. The yield is 0.640. (4) The reactants are [NH2:1][C:2]1[CH:10]=[C:9]([O:11][CH3:12])[CH:8]=[C:7]([O:13][CH3:14])[C:3]=1[C:4]([NH2:6])=[O:5].[O:15]1[C:20]2[CH:21]=[CH:22][C:23]([CH:25]=O)=[CH:24][C:19]=2[O:18][CH2:17][CH2:16]1.COC1C=C(OC)C=C2C=1C(=O)NC(C1C=CC=CN=1)=N2. No catalyst specified. The product is [O:15]1[CH2:16][CH2:17][O:18][C:19]2[CH:24]=[C:23]([C:25]3[NH:6][C:4](=[O:5])[C:3]4[C:2](=[CH:10][C:9]([O:11][CH3:12])=[CH:8][C:7]=4[O:13][CH3:14])[N:1]=3)[CH:22]=[CH:21][C:20]1=2. The yield is 0.460. (5) The reactants are [CH3:1][O:2][C:3]1[CH:12]=[C:11]2[C:6]([C:7]([CH3:15])([CH3:14])[CH2:8][CH2:9][C:10]2=O)=[CH:5][C:4]=1[CH3:16].[C:17]([Mg]Cl)([CH3:20])([CH3:19])[CH3:18]. No catalyst specified. The product is [C:17]([C:10]1[C:11]2[C:6](=[CH:5][C:4]([CH3:16])=[C:3]([O:2][CH3:1])[CH:12]=2)[C:7]([CH3:15])([CH3:14])[CH2:8][CH:9]=1)([CH3:20])([CH3:19])[CH3:18]. The yield is 0.360. (6) The reactants are C(OC(=O)C)(=[O:3])C.[CH2:8]([O:15][C:16]1[CH:17]=[CH:18][C:19]([CH3:23])=[N+:20]([O-])[CH:21]=1)[C:9]1[CH:14]=[CH:13][CH:12]=[CH:11][CH:10]=1. No catalyst specified. The product is [CH2:8]([O:15][C:16]1[CH:17]=[CH:18][C:19]([CH2:23][OH:3])=[N:20][CH:21]=1)[C:9]1[CH:14]=[CH:13][CH:12]=[CH:11][CH:10]=1. The yield is 0.540.